From a dataset of Full USPTO retrosynthesis dataset with 1.9M reactions from patents (1976-2016). Predict the reactants needed to synthesize the given product. Given the product [CH2:15]([N:12]1[C:11]2[CH:10]=[CH:9][CH:8]=[CH:7][C:6]=2[C:5]2[C:13]1=[CH:1][CH:2]=[CH:3][CH:4]=2)[CH2:16][CH2:17][CH2:18][CH3:19], predict the reactants needed to synthesize it. The reactants are: [CH:1]1[C:13]2[NH:12][C:11]3[C:6](=[CH:7][CH:8]=[CH:9][CH:10]=3)[C:5]=2[CH:4]=[CH:3][CH:2]=1.Br[CH2:15][CH2:16][CH2:17][CH2:18][CH3:19].[OH-].[Na+].